From a dataset of Forward reaction prediction with 1.9M reactions from USPTO patents (1976-2016). Predict the product of the given reaction. (1) Given the reactants Cl.Br[C:3]1[CH:4]=[C:5]([N:9]2[C:13]([NH2:14])=[CH:12][C:11]([C:15]([CH3:18])([CH3:17])[CH3:16])=[N:10]2)[CH:6]=[CH:7][CH:8]=1.CC1(C)C(C)(C)OB([C:27]2[CH:28]=[N:29][N:30](C(OC(C)(C)C)=O)[CH:31]=2)O1.C([O-])([O-])=O.[Cs+].[Cs+], predict the reaction product. The product is: [NH:29]1[CH:28]=[C:27]([C:3]2[CH:4]=[C:5]([N:9]3[C:13]([NH2:14])=[CH:12][C:11]([C:15]([CH3:18])([CH3:17])[CH3:16])=[N:10]3)[CH:6]=[CH:7][CH:8]=2)[CH:31]=[N:30]1. (2) The product is: [F:1][C:2]1[CH:36]=[C:35]([NH:37][C:38]([N:40]2[CH2:44][CH2:43][N:42]([C:45]3[CH:46]=[CH:47][C:48]([F:51])=[CH:49][CH:50]=3)[C:41]2=[O:52])=[O:39])[CH:34]=[CH:33][C:3]=1[O:4][C:5]1[CH:10]=[CH:9][N:8]=[C:7]2[CH:11]=[C:12]([C:14]3[CH:15]=[CH:16][C:17]([CH2:18][NH:19][CH2:27][CH2:28][O:29][CH3:30])=[CH:31][CH:32]=3)[S:13][C:6]=12. Given the reactants [F:1][C:2]1[CH:36]=[C:35]([NH:37][C:38]([N:40]2[CH2:44][CH2:43][N:42]([C:45]3[CH:50]=[CH:49][C:48]([F:51])=[CH:47][CH:46]=3)[C:41]2=[O:52])=[O:39])[CH:34]=[CH:33][C:3]=1[O:4][C:5]1[CH:10]=[CH:9][N:8]=[C:7]2[CH:11]=[C:12]([C:14]3[CH:32]=[CH:31][C:17]([CH2:18][N:19]([CH2:27][CH2:28][O:29][CH3:30])C(=O)OC(C)(C)C)=[CH:16][CH:15]=3)[S:13][C:6]=12.C(O)(C(F)(F)F)=O, predict the reaction product.